The task is: Predict the reaction yield, written as a fraction of the theoretical maximum amount of product (1.0 means a 100% yield; for example, 0.34 means a 34% yield).. This data is from Reaction yield outcomes from USPTO patents with 853,638 reactions. (1) The reactants are [CH3:13][C:12]([O:11][C:9](O[C:9]([O:11][C:12]([CH3:15])([CH3:14])[CH3:13])=[O:10])=[O:10])([CH3:15])[CH3:14].[NH2:16][CH2:17][CH2:18][CH2:19][CH2:20][CH2:21][CH2:22][OH:23]. The catalyst is C1COCC1. The product is [C:9]([NH:16][CH2:17][CH2:18][CH2:19][CH2:20][CH2:21][CH2:22][OH:23])([O:11][C:12]([CH3:13])([CH3:14])[CH3:15])=[O:10]. The yield is 0.970. (2) The catalyst is CN(C=O)C. The yield is 0.830. The reactants are [Br:1][C:2]1[C:3]([N:16]([CH3:21])[S:17]([CH3:20])(=[O:19])=[O:18])=[CH:4][C:5]2[O:9][C:8](I)=[C:7]([C:11]([NH:13][CH3:14])=[O:12])[C:6]=2[CH:15]=1.[CH3:22][C:23]1[CH:28]=[CH:27][N:26]=[C:25]([OH:29])[CH:24]=1.C([O-])([O-])=O.[K+].[K+]. The product is [Br:1][C:2]1[C:3]([N:16]([CH3:21])[S:17]([CH3:20])(=[O:19])=[O:18])=[CH:4][C:5]2[O:9][C:8]([N:26]3[CH:27]=[CH:28][C:23]([CH3:22])=[CH:24][C:25]3=[O:29])=[C:7]([C:11]([NH:13][CH3:14])=[O:12])[C:6]=2[CH:15]=1.